This data is from Reaction yield outcomes from USPTO patents with 853,638 reactions. The task is: Predict the reaction yield, written as a fraction of the theoretical maximum amount of product (1.0 means a 100% yield; for example, 0.34 means a 34% yield). (1) The reactants are C[Si]([N-][Si](C)(C)C)(C)C.[Na+].[O:11]1[CH2:16][CH2:15][CH:14]([OH:17])[CH2:13][CH2:12]1.Br[CH2:19][C:20]1[CH:27]=[CH:26][C:23]([C:24]#[N:25])=[CH:22][CH:21]=1. The catalyst is C1COCC1. The product is [O:11]1[CH2:16][CH2:15][CH:14]([O:17][CH2:19][C:20]2[CH:27]=[CH:26][C:23]([C:24]#[N:25])=[CH:22][CH:21]=2)[CH2:13][CH2:12]1. The yield is 0.760. (2) The reactants are [CH2:1]([O:8][C:9]1[CH:16]=[CH:15][C:14]([O:17][CH3:18])=[CH:13][C:10]=1[CH:11]=[O:12])[C:2]1[CH:7]=[CH:6][CH:5]=[CH:4][CH:3]=1.[CH3:19][O:20][C:21]1[CH:26]=[CH:25][C:24]([Mg]Br)=[CH:23][CH:22]=1.[Cl-].[NH4+]. The catalyst is C1COCC1. The product is [CH2:1]([O:8][C:9]1[CH:16]=[CH:15][C:14]([O:17][CH3:18])=[CH:13][C:10]=1[CH:11]([C:24]1[CH:25]=[CH:26][C:21]([O:20][CH3:19])=[CH:22][CH:23]=1)[OH:12])[C:2]1[CH:3]=[CH:4][CH:5]=[CH:6][CH:7]=1. The yield is 1.00. (3) The reactants are [CH3:1][CH:2]1[NH:7][CH:6]([CH3:8])[CH2:5][N:4]([C:9]2[CH:18]=[CH:17][C:12]([C:13]([O:15]C)=O)=[CH:11][CH:10]=2)[CH2:3]1.[NH2:19][C:20]1[N:24](C(OC(C)(C)C)=O)[N:23]=[C:22]([CH2:32][CH2:33][C:34]2[CH:39]=[C:38]([O:40][CH3:41])[CH:37]=[C:36]([O:42][CH3:43])[CH:35]=2)[CH:21]=1.C[Si]([N-][Si](C)(C)C)(C)C.[Na+]. The catalyst is C1COCC1. The product is [CH3:41][O:40][C:38]1[CH:39]=[C:34]([CH2:33][CH2:32][C:22]2[CH:21]=[C:20]([NH:19][C:13](=[O:15])[C:12]3[CH:11]=[CH:10][C:9]([N:4]4[CH2:5][CH:6]([CH3:8])[NH:7][CH:2]([CH3:1])[CH2:3]4)=[CH:18][CH:17]=3)[NH:24][N:23]=2)[CH:35]=[C:36]([O:42][CH3:43])[CH:37]=1. The yield is 0.100. (4) The reactants are [N+:1]([C:4]1[N:9]=[CH:8][C:7]([C:10]2[CH2:15][CH2:14][N:13](C(OC(C)(C)C)=O)[CH2:12][CH:11]=2)=[CH:6][CH:5]=1)([O-:3])=[O:2]. The catalyst is Cl.O1CCOCC1. The product is [N+:1]([C:4]1[CH:5]=[CH:6][C:7]([C:10]2[CH2:15][CH2:14][NH:13][CH2:12][CH:11]=2)=[CH:8][N:9]=1)([O-:3])=[O:2]. The yield is 0.740.